This data is from Full USPTO retrosynthesis dataset with 1.9M reactions from patents (1976-2016). The task is: Predict the reactants needed to synthesize the given product. (1) Given the product [C:1]([O:5][C:6]([N:8]1[CH2:13][CH2:12][N:11]([C:14]2[S:15][C:16]([S:31][C:25]3[CH:30]=[CH:29][CH:28]=[CH:27][CH:26]=3)=[CH:17][N:18]=2)[CH2:10][CH2:9]1)=[O:7])([CH3:4])([CH3:3])[CH3:2], predict the reactants needed to synthesize it. The reactants are: [C:1]([O:5][C:6]([N:8]1[CH2:13][CH2:12][N:11]([C:14]2[S:15][C:16](Br)=[CH:17][N:18]=2)[CH2:10][CH2:9]1)=[O:7])([CH3:4])([CH3:3])[CH3:2].C([Li])CCC.[C:25]1([S:31][S:31][C:25]2[CH:30]=[CH:29][CH:28]=[CH:27][CH:26]=2)[CH:30]=[CH:29][CH:28]=[CH:27][CH:26]=1.C(OCC)(=O)C.CCCCCCC. (2) Given the product [F:28][C:20]1[CH:21]=[C:22]([N+:25]([O-:27])=[O:26])[CH:23]=[CH:24][C:19]=1[O:18][C:15]1[CH:14]=[CH:13][N:12]=[C:11]2[CH:10]=[C:9]([C:6]3[CH:7]=[CH:8][C:3]([CH2:2][N:29]4[CH2:34][CH2:33][O:32][CH2:31][CH2:30]4)=[CH:4][CH:5]=3)[S:17][C:16]=12, predict the reactants needed to synthesize it. The reactants are: Cl[CH2:2][C:3]1[CH:8]=[CH:7][C:6]([C:9]2[S:17][C:16]3[C:11](=[N:12][CH:13]=[CH:14][C:15]=3[O:18][C:19]3[CH:24]=[CH:23][C:22]([N+:25]([O-:27])=[O:26])=[CH:21][C:20]=3[F:28])[CH:10]=2)=[CH:5][CH:4]=1.[NH:29]1[CH2:34][CH2:33][O:32][CH2:31][CH2:30]1. (3) Given the product [CH3:1][C:2]1[C:7]([CH:8]=[O:9])=[C:6]([C:10]2[CH:11]=[CH:12][C:13]([CH3:16])=[CH:14][CH:15]=2)[N:5]2[N:17]=[C:18]([C:20]3[CH:25]=[CH:24][CH:23]=[CH:22][CH:21]=3)[CH:19]=[C:4]2[N:3]=1, predict the reactants needed to synthesize it. The reactants are: [CH3:1][C:2]1[C:7]([CH2:8][OH:9])=[C:6]([C:10]2[CH:15]=[CH:14][C:13]([CH3:16])=[CH:12][CH:11]=2)[N:5]2[N:17]=[C:18]([C:20]3[CH:25]=[CH:24][CH:23]=[CH:22][CH:21]=3)[CH:19]=[C:4]2[N:3]=1.C1C=C[NH+]=CC=1.[O-][Cr](Cl)(=O)=O. (4) Given the product [Br:1][C:2]1[CH:3]=[CH:4][C:5]2[CH:11]3[CH2:10][CH:9]([CH2:12]3)[N:8]3[C:13]([CH2:20][C:21]4[N:25]([CH3:26])[N:24]=[CH:23][CH:22]=4)=[C:14]([C:16]([O:18][CH3:19])=[O:17])[N:15]=[C:7]3[C:6]=2[CH:27]=1, predict the reactants needed to synthesize it. The reactants are: [Br:1][C:2]1[C:3](F)=[CH:4][C:5]2[CH:11]3[CH2:12][CH:9]([CH2:10]3)[N:8]3[C:13]([CH2:20][C:21]4[N:25]([CH3:26])[N:24]=[CH:23][CH:22]=4)=[C:14]([C:16]([O:18][CH3:19])=[O:17])[N:15]=[C:7]3[C:6]=2[CH:27]=1.BrC1C=CC2C3CC(C3)N3C(C(O)C4N(C)N=CC=4)=C(C(OC)=O)N=C3C=2C=1.CS(Cl)(=O)=O.[H][H].